This data is from Full USPTO retrosynthesis dataset with 1.9M reactions from patents (1976-2016). The task is: Predict the reactants needed to synthesize the given product. (1) Given the product [F:19][C:20]1[CH:25]=[C:24]([C:26]([N:15]2[CH2:16][CH2:17][CH2:18][C@H:13]([C:10]3[N:9]=[C:8]([C:5]4[NH:6][CH:7]=[C:3]([F:2])[CH:4]=4)[O:12][N:11]=3)[CH2:14]2)=[O:27])[CH:23]=[CH:22][N:21]=1, predict the reactants needed to synthesize it. The reactants are: Cl.[F:2][C:3]1[CH:4]=[C:5]([C:8]2[O:12][N:11]=[C:10]([C@H:13]3[CH2:18][CH2:17][CH2:16][NH:15][CH2:14]3)[N:9]=2)[NH:6][CH:7]=1.[F:19][C:20]1[CH:25]=[C:24]([C:26](O)=[O:27])[CH:23]=[CH:22][N:21]=1. (2) The reactants are: [CH2:1]([O:3][CH:4]1[CH2:6][CH:5]1[C:7]([O:9]CC)=[O:8])[CH3:2].[Li+].[OH-]. Given the product [CH2:1]([O:3][CH:4]1[CH2:6][CH:5]1[C:7]([OH:9])=[O:8])[CH3:2], predict the reactants needed to synthesize it. (3) Given the product [Na+:69].[Na+:69].[S:56]([C:52]1[CH:51]=[C:50]([NH:49][S:46]([C:42]2[CH:43]=[C:44]3[C:39]([CH:38]=[CH:37][C:36]([NH:35][C:33]([NH:32][C:28]4[CH:29]=[C:30]5[C:25]([CH:24]=[CH:23][C:22]([S:19]([NH:18][C:14]6[CH:13]=[C:12]([S:9]([O-:11])(=[O:8])=[O:10])[CH:17]=[CH:16][CH:15]=6)(=[O:21])=[O:20])=[CH:31]5)=[CH:26][CH:27]=4)=[O:34])=[CH:45]3)=[CH:40][CH:41]=2)(=[O:48])=[O:47])[CH:55]=[CH:54][CH:53]=1)([OH:59])(=[O:57])=[O:58].[S:56]([C:52]1[CH:51]=[C:50]([NH:49][S:46]([C:42]2[CH:43]=[C:44]3[C:39]([CH:38]=[CH:37][C:36]([NH:35][C:33]([NH:32][C:28]4[CH:29]=[C:30]5[C:25]([CH:24]=[CH:23][C:22]([S:19]([NH:18][C:14]6[CH:13]=[C:12]([S:9]([O-:11])(=[O:8])=[O:10])[CH:17]=[CH:16][CH:15]=6)(=[O:21])=[O:20])=[CH:31]5)=[CH:26][CH:27]=4)=[O:34])=[CH:45]3)=[CH:40][CH:41]=2)(=[O:48])=[O:47])[CH:55]=[CH:54][CH:53]=1)([OH:59])(=[O:57])=[O:58], predict the reactants needed to synthesize it. The reactants are: CC1C=CC([O:8][S:9]([C:12]2[CH:13]=[C:14]([NH:18][S:19]([C:22]3[CH:31]=[C:30]4[C:25]([CH:26]=[CH:27][C:28]([NH:32][C:33]([NH:35][C:36]5[CH:45]=[C:44]6[C:39]([CH:40]=[CH:41][C:42]([S:46]([NH:49][C:50]7[CH:51]=[C:52]([S:56]([O:59]C8C=CC(C)=CC=8)(=[O:58])=[O:57])[CH:53]=[CH:54][CH:55]=7)(=[O:48])=[O:47])=[CH:43]6)=[CH:38][CH:37]=5)=[O:34])=[CH:29]4)=[CH:24][CH:23]=3)(=[O:21])=[O:20])[CH:15]=[CH:16][CH:17]=2)(=[O:11])=[O:10])=CC=1.C[O-].[Na+:69].C1COCC1.Cl.